This data is from Forward reaction prediction with 1.9M reactions from USPTO patents (1976-2016). The task is: Predict the product of the given reaction. (1) Given the reactants [C:1]([O:6][CH2:7][CH3:8])(=[O:5])[C:2]([CH3:4])=O.N[N:10]1[C:15]2[CH:16]=[CH:17][CH:18]=[CH:19][C:14]=2[O:13][CH2:12][C@H:11]1[CH:20]1[CH2:25][CH2:24][CH2:23][CH2:22][CH2:21]1.S(=O)(=O)(O)O, predict the reaction product. The product is: [CH:20]1([C@H:11]2[N:10]3[C:2]([C:1]([O:6][CH2:7][CH3:8])=[O:5])=[CH:4][C:16]4[CH:17]=[CH:18][CH:19]=[C:14]([C:15]=43)[O:13][CH2:12]2)[CH2:21][CH2:22][CH2:23][CH2:24][CH2:25]1. (2) Given the reactants [Br:1][C:2]1[CH:3]=[CH:4][C:5]([CH3:12])=[C:6]([CH2:8][C:9]([OH:11])=O)[CH:7]=1.S(Cl)(Cl)=O.Cl.[CH3:18][O:19][C:20]([C:22]1([NH2:32])[CH2:27][CH2:26][CH:25]([CH2:28][CH2:29][O:30][CH3:31])[CH2:24][CH2:23]1)=[O:21].C(=O)([O-])[O-].[K+].[K+], predict the reaction product. The product is: [Br:1][C:2]1[CH:3]=[CH:4][C:5]([CH3:12])=[C:6]([CH2:8][C:9]([NH:32][C:22]2([C:20]([O:19][CH3:18])=[O:21])[CH2:23][CH2:24][CH:25]([CH2:28][CH2:29][O:30][CH3:31])[CH2:26][CH2:27]2)=[O:11])[CH:7]=1. (3) Given the reactants [NH2:1][C:2]1[N:9]=[CH:8][CH:7]=[C:6]([O:10]C)[C:3]=1[C:4]#[N:5].Cl[CH2:13][CH:14]=O.CCOCC, predict the reaction product. The product is: [OH:10][C:6]1[CH:7]=[CH:8][N:9]2[CH:13]=[CH:14][N:1]=[C:2]2[C:3]=1[C:4]#[N:5].